This data is from Full USPTO retrosynthesis dataset with 1.9M reactions from patents (1976-2016). The task is: Predict the reactants needed to synthesize the given product. (1) The reactants are: Cl[C:2]1[N:3]=[C:4]([OH:12])[C:5]2[CH:11]=[CH:10][N:9]=[CH:8][C:6]=2[N:7]=1.[CH3:13][N:14]([C:22]1[CH:27]=[CH:26][C:25]([N:28]2[CH2:33][CH2:32][O:31][CH2:30][CH2:29]2)=[CH:24][CH:23]=1)[C:15]1[CH:20]=[CH:19][C:18]([OH:21])=[CH:17][CH:16]=1. Given the product [CH3:13][N:14]([C:22]1[CH:23]=[CH:24][C:25]([N:28]2[CH2:33][CH2:32][O:31][CH2:30][CH2:29]2)=[CH:26][CH:27]=1)[C:15]1[CH:20]=[CH:19][C:18]([O:21][C:2]2[N:3]=[C:4]([OH:12])[C:5]3[CH:11]=[CH:10][N:9]=[CH:8][C:6]=3[N:7]=2)=[CH:17][CH:16]=1, predict the reactants needed to synthesize it. (2) Given the product [NH2:1][C:2]1[CH2:3][C:4]([C:29](=[O:37])[N:30]([CH2:34][CH2:35][CH3:36])[CH2:31][CH2:32][CH3:33])=[CH:5][C:6]2[CH:12]=[CH:11][C:10]([C:13]3[CH:28]=[CH:27][C:16]([C:17]([OH:19])=[O:18])=[CH:15][CH:14]=3)=[CH:9][C:7]=2[N:8]=1, predict the reactants needed to synthesize it. The reactants are: [NH2:1][C:2]1[CH2:3][C:4]([C:29](=[O:37])[N:30]([CH2:34][CH2:35][CH3:36])[CH2:31][CH2:32][CH3:33])=[CH:5][C:6]2[CH:12]=[CH:11][C:10]([C:13]3[CH:28]=[CH:27][C:16]([C:17]([O:19]CC4C=CC=CC=4)=[O:18])=[CH:15][CH:14]=3)=[CH:9][C:7]=2[N:8]=1.[H][H].